Dataset: Forward reaction prediction with 1.9M reactions from USPTO patents (1976-2016). Task: Predict the product of the given reaction. (1) Given the reactants C(OC([NH:8][C@H:9]1[CH2:14][CH2:13][C@H:12]([O:15][C:16]2[CH:25]=[CH:24][CH:23]=[C:22]3[C:17]=2[C:18]([NH2:26])=[CH:19][N:20]=[CH:21]3)[CH2:11][CH2:10]1)=O)(C)(C)C.[ClH:27].CO, predict the reaction product. The product is: [ClH:27].[NH2:26][C:18]1[C:17]2[C:22](=[CH:23][CH:24]=[CH:25][C:16]=2[O:15][C@H:12]2[CH2:11][CH2:10][C@H:9]([NH2:8])[CH2:14][CH2:13]2)[CH:21]=[N:20][CH:19]=1. (2) Given the reactants Br[C:2]1[CH:10]=[CH:9][CH:8]=[C:7]2[C:3]=1[CH2:4][CH2:5][C:6]2=[O:11].[C:12]1(P(C2C=CC=CC=2)C2C=CC=CC=2)C=CC=C[CH:13]=1.C(B(OCCCC)OCCCC)=C.C(=O)([O-])[O-].[Na+].[Na+], predict the reaction product. The product is: [CH:12]([C:2]1[CH:10]=[CH:9][CH:8]=[C:7]2[C:3]=1[CH2:4][CH2:5][C:6]2=[O:11])=[CH2:13]. (3) Given the reactants [CH2:1]([NH:3][C:4]([NH:6][C:7]1[N:12]=[CH:11][C:10]([C:13]2[CH:14]=[N:15][CH:16]=[C:17]([C:19]([NH:21][NH2:22])=[O:20])[CH:18]=2)=[C:9]([C:23]2[S:24][CH:25]=[C:26]([CH2:28][C:29]3[CH:34]=[CH:33][N:32]=[CH:31][CH:30]=3)[N:27]=2)[CH:8]=1)=[O:5])[CH3:2].N1([C:40](N2C=CN=C2)=[O:41])C=CN=C1, predict the reaction product. The product is: [CH2:1]([NH:3][C:4]([NH:6][C:7]1[N:12]=[CH:11][C:10]([C:13]2[CH:14]=[N:15][CH:16]=[C:17]([C:19]3[O:20][C:40](=[O:41])[NH:22][N:21]=3)[CH:18]=2)=[C:9]([C:23]2[S:24][CH:25]=[C:26]([CH2:28][C:29]3[CH:30]=[CH:31][N:32]=[CH:33][CH:34]=3)[N:27]=2)[CH:8]=1)=[O:5])[CH3:2]. (4) Given the reactants Br[C:2]1[S:3][C:4]2[C:10]([O:11][S:12]([C:15]([F:18])([F:17])[F:16])(=[O:14])=[O:13])=[C:9]([C@H:19]([O:25][C:26]([CH3:29])([CH3:28])[CH3:27])[C:20]([O:22][CH2:23][CH3:24])=[O:21])[C:8]([CH3:30])=[CH:7][C:5]=2[N:6]=1.[CH:31]([Sn](CCCC)(CCCC)CCCC)=[CH2:32].[NH4+].[Cl-], predict the reaction product. The product is: [C:26]([O:25][C@@H:19]([C:9]1[C:8]([CH3:30])=[CH:7][C:5]2[N:6]=[C:2]([CH:31]=[CH2:32])[S:3][C:4]=2[C:10]=1[O:11][S:12]([C:15]([F:18])([F:17])[F:16])(=[O:14])=[O:13])[C:20]([O:22][CH2:23][CH3:24])=[O:21])([CH3:29])([CH3:28])[CH3:27].